This data is from Full USPTO retrosynthesis dataset with 1.9M reactions from patents (1976-2016). The task is: Predict the reactants needed to synthesize the given product. (1) Given the product [NH2:11][CH2:12][CH2:13][C:14]([NH:16][C@@H:17]([CH2:53][CH2:54][CH2:55][CH2:56][NH:57][C:58]([O:60][C:61]([CH3:62])([CH3:64])[CH3:63])=[O:59])[C:18]([N:20]([CH3:52])[C@H:21]1[C:38]2[CH:39]=[C:34]([C:35]([O:40][CH3:41])=[CH:36][CH:37]=2)[C:33]2=[CH:42][C:29](=[CH:30][CH:31]=[C:32]2[O:43][CH3:44])[CH2:28][C@@H:27]([C:45]([O:47][CH3:48])=[O:46])[NH:26][C:25](=[O:49])[C@H:24]([CH3:50])[NH:23][C:22]1=[O:51])=[O:19])=[O:15], predict the reactants needed to synthesize it. The reactants are: C(OC([NH:11][CH2:12][CH2:13][C:14]([NH:16][C@@H:17]([CH2:53][CH2:54][CH2:55][CH2:56][NH:57][C:58]([O:60][C:61]([CH3:64])([CH3:63])[CH3:62])=[O:59])[C:18]([N:20]([CH3:52])[C@H:21]1[C:38]2[CH:39]=[C:34]([C:35]([O:40][CH3:41])=[CH:36][CH:37]=2)[C:33]2=[CH:42][C:29](=[CH:30][CH:31]=[C:32]2[O:43][CH3:44])[CH2:28][C@@H:27]([C:45]([O:47][CH3:48])=[O:46])[NH:26][C:25](=[O:49])[C@H:24]([CH3:50])[NH:23][C:22]1=[O:51])=[O:19])=[O:15])=O)C1C=CC=CC=1.N[C@H](C(O)=O)CCCCN. (2) Given the product [CH3:13][O:12][C:11]1[CH:10]=[CH:9][C:8]2[NH:7][C:6](=[O:14])[C:5]3[S:15][CH:16]=[CH:17][C:4]=3[C:3]=2[C:2]=1[C:26]1[CH:27]=[CH:28][C:29]([C@@H:32]([NH:35][C:36](=[O:42])[O:37][C:38]([CH3:41])([CH3:40])[CH3:39])[CH2:33][CH3:34])=[CH:30][CH:31]=1, predict the reactants needed to synthesize it. The reactants are: Br[C:2]1[C:3]2[C:4]3[CH:17]=[CH:16][S:15][C:5]=3[C:6](=[O:14])[NH:7][C:8]=2[CH:9]=[CH:10][C:11]=1[O:12][CH3:13].CC1(C)C(C)(C)OB([C:26]2[CH:31]=[CH:30][C:29]([C@@H:32]([NH:35][C:36](=[O:42])[O:37][C:38]([CH3:41])([CH3:40])[CH3:39])[CH2:33][CH3:34])=[CH:28][CH:27]=2)O1. (3) The reactants are: Cl.Cl.[NH2:3][C@H:4]1[CH:9]2[CH2:10][CH2:11][N:6]([CH2:7][CH2:8]2)[CH2:5]1.[H-].[Na+].O=[CH:15][CH2:16][N:17]1[C:21]2[C:22]([C:26]([O:28][CH3:29])=[O:27])=[CH:23][CH:24]=[CH:25][C:20]=2[N:19]=[CH:18]1.C(O[BH-](OC(=O)C)OC(=O)C)(=O)C.[Na+]. Given the product [N:6]12[CH2:11][CH2:10][CH:9]([CH2:8][CH2:7]1)[C@H:4]([NH:3][CH2:15][CH2:16][N:17]1[C:21]3[C:22]([C:26]([O:28][CH3:29])=[O:27])=[CH:23][CH:24]=[CH:25][C:20]=3[N:19]=[CH:18]1)[CH2:5]2, predict the reactants needed to synthesize it.